This data is from Full USPTO retrosynthesis dataset with 1.9M reactions from patents (1976-2016). The task is: Predict the reactants needed to synthesize the given product. (1) Given the product [Br:1][C:2]1[CH:3]=[C:4]([NH:5][C:11]2[N:16]=[C:15]([C:17]([F:20])([F:19])[F:18])[CH:14]=[CH:13][N:12]=2)[CH:6]=[C:7]([Br:9])[CH:8]=1, predict the reactants needed to synthesize it. The reactants are: [Br:1][C:2]1[CH:3]=[C:4]([CH:6]=[C:7]([Br:9])[CH:8]=1)[NH2:5].Cl[C:11]1[N:16]=[C:15]([C:17]([F:20])([F:19])[F:18])[CH:14]=[CH:13][N:12]=1.C1(C)C=CC(S(O)(=O)=O)=CC=1. (2) Given the product [CH2:1]([NH:8][C:9]([C:11]1[S:15][C:14]([NH:16][CH2:18][C:19]2[CH:24]=[CH:23][CH:22]=[CH:21][CH:20]=2)=[N:13][C:12]=1[CH3:17])=[O:10])[C:2]1[CH:7]=[CH:6][CH:5]=[CH:4][CH:3]=1, predict the reactants needed to synthesize it. The reactants are: [CH2:1]([NH:8][C:9]([C:11]1[S:15][C:14]([NH2:16])=[N:13][C:12]=1[CH3:17])=[O:10])[C:2]1[CH:7]=[CH:6][CH:5]=[CH:4][CH:3]=1.[CH:18](=O)[C:19]1[CH:24]=[CH:23][CH:22]=[CH:21][CH:20]=1.C([BH3-])#N.[Na+]. (3) Given the product [CH3:6][C:5]([C:8]1[CH:13]=[CH:12][CH:11]=[CH:10][CH:9]=1)([CH3:7])[C:4](=[O:14])[CH3:16], predict the reactants needed to synthesize it. The reactants are: CON(C)[C:4](=[O:14])[C:5]([C:8]1[CH:13]=[CH:12][CH:11]=[CH:10][CH:9]=1)([CH3:7])[CH3:6].[CH3:16][Mg]Br. (4) Given the product [Cl:14][C:15]1[CH:22]=[CH:21][CH:20]=[CH:19][C:16]=1[CH:17]([OH:18])[CH2:2][C:1]([O:4][CH3:5])=[O:3], predict the reactants needed to synthesize it. The reactants are: [C:1]([O:4][CH3:5])(=[O:3])[CH3:2].[Li+].CC([N-]C(C)C)C.[Cl:14][C:15]1[CH:22]=[CH:21][CH:20]=[CH:19][C:16]=1[CH:17]=[O:18].[NH4+].[Cl-]. (5) Given the product [CH:12]([C@@H:13]1[N:18]2[CH2:19][CH2:20][N:21]([C:23]([O:25][C:26]([CH3:27])([CH3:28])[CH3:29])=[O:24])[CH2:22][C@@H:17]2[CH2:16][CH2:15]1)=[O:11], predict the reactants needed to synthesize it. The reactants are: C(Cl)(=O)C(Cl)=O.CS(C)=O.[OH:11][CH2:12][C@@H:13]1[N:18]2[CH2:19][CH2:20][N:21]([C:23]([O:25][C:26]([CH3:29])([CH3:28])[CH3:27])=[O:24])[CH2:22][C@@H:17]2[CH2:16][CH2:15]C1.N.O. (6) Given the product [NH:9]1[CH2:14][CH2:13][CH2:12][C:11]2([CH2:22][C:21]3[C:16](=[CH:17][CH:18]=[CH:19][CH:20]=3)[C:15]2=[O:23])[CH2:10]1, predict the reactants needed to synthesize it. The reactants are: C([N:9]1[CH2:14][CH2:13][CH2:12][C:11]2([CH2:22][C:21]3[C:16](=[CH:17][CH:18]=[CH:19][CH:20]=3)[C:15]2=[O:23])[CH2:10]1)(=O)C1C=CC=CC=1.Cl. (7) Given the product [O:1]1[CH:2]=[CH:3][CH:4]=[CH:5][CH:6]1[O:9][CH2:8][CH2:7][OH:10], predict the reactants needed to synthesize it. The reactants are: [O:1]1[CH:6]=[CH:5][CH2:4][CH2:3][CH2:2]1.[CH2:7]([OH:10])[CH2:8][OH:9].C1(C)C=CC(S(O)(=O)=O)=CC=1.ClCCl. (8) The reactants are: [F:1][C:2]1[CH:7]=[C:6]([S:8][CH3:9])[CH:5]=[CH:4][C:3]=1[C:10]1[CH:15]=[CH:14][C:13]([O:16][CH2:17][CH:18]2[CH2:23][CH2:22][N:21]([C:24]3[O:28][N:27]=[C:26]([CH:29]([CH3:31])[CH3:30])[N:25]=3)[CH2:20][CH2:19]2)=[CH:12][N:11]=1.[OH:32]O. Given the product [F:1][C:2]1[CH:7]=[C:6]([S:8]([CH3:9])=[O:32])[CH:5]=[CH:4][C:3]=1[C:10]1[CH:15]=[CH:14][C:13]([O:16][CH2:17][CH:18]2[CH2:23][CH2:22][N:21]([C:24]3[O:28][N:27]=[C:26]([CH:29]([CH3:31])[CH3:30])[N:25]=3)[CH2:20][CH2:19]2)=[CH:12][N:11]=1, predict the reactants needed to synthesize it.